Dataset: Catalyst prediction with 721,799 reactions and 888 catalyst types from USPTO. Task: Predict which catalyst facilitates the given reaction. (1) Product: [CH2:10]([O:12][C:13]([C:14]1[NH:15][C:4]2[CH:3]=[C:2]([Cl:1])[O:6][C:5]=2[CH:7]=1)=[O:18])[CH3:11]. The catalyst class is: 8. Reactant: [Cl:1][C:2]1[O:6][C:5]([CH:7]=O)=[CH:4][CH:3]=1.[Na].[CH2:10]([O:12][C:13](=[O:18])[CH2:14][N:15]=[N+]=[N-])[CH3:11]. (2) Reactant: [BH4-].[Na+].[C:3]([O:7][C:8]([N:10]1[C:14]([CH2:15][C:16]([O:18][CH2:19][CH3:20])=[O:17])=[CH:13][C:12](/[CH:21]=[C:22]2\[CH2:23][N:24]([C:29]([C:42]3[CH:47]=[CH:46][CH:45]=[CH:44][CH:43]=3)([C:36]3[CH:41]=[CH:40][CH:39]=[CH:38][CH:37]=3)[C:30]3[CH:35]=[CH:34][CH:33]=[CH:32][CH:31]=3)[CH2:25][CH2:26][C:27]\2=[O:28])=[N:11]1)=[O:9])([CH3:6])([CH3:5])[CH3:4]. Product: [C:3]([O:7][C:8]([N:10]1[C:14]([CH2:15][C:16]([O:18][CH2:19][CH3:20])=[O:17])=[CH:13][C:12](/[CH:21]=[C:22]2\[CH2:23][N:24]([C:29]([C:30]3[CH:31]=[CH:32][CH:33]=[CH:34][CH:35]=3)([C:42]3[CH:43]=[CH:44][CH:45]=[CH:46][CH:47]=3)[C:36]3[CH:37]=[CH:38][CH:39]=[CH:40][CH:41]=3)[CH2:25][CH2:26][CH:27]\2[OH:28])=[N:11]1)=[O:9])([CH3:4])([CH3:5])[CH3:6]. The catalyst class is: 8. (3) Reactant: [Br:1][C:2]1[CH:3]=[CH:4][C:5]([CH:8]=O)=[N:6][CH:7]=1.[Cl:10][C:11]1[CH:17]=[CH:16][C:14]([NH2:15])=[CH:13][CH:12]=1.C([SiH](CC)CC)C.FC(F)(F)C(O)=O. Product: [Br:1][C:2]1[CH:3]=[CH:4][C:5]([CH2:8][NH:15][C:14]2[CH:16]=[CH:17][C:11]([Cl:10])=[CH:12][CH:13]=2)=[N:6][CH:7]=1. The catalyst class is: 10.